From a dataset of Catalyst prediction with 721,799 reactions and 888 catalyst types from USPTO. Predict which catalyst facilitates the given reaction. (1) Product: [Br:2][C:3]1[CH:4]=[C:5]([N:9]2[C:22]([OH:23])=[C:16]([CH3:15])[C:17](=[O:18])[NH:10]2)[CH:6]=[CH:7][CH:8]=1. The catalyst class is: 8. Reactant: Cl.[Br:2][C:3]1[CH:4]=[C:5]([NH:9][NH2:10])[CH:6]=[CH:7][CH:8]=1.[O-]CC.[Na+].[CH3:15][CH:16]([C:22](OCC)=[O:23])[C:17](OCC)=[O:18]. (2) Reactant: [Cl:1][C:2]1[CH2:3][C:4]([NH:11][C@H:12]([C@@H:16]([OH:18])[CH3:17])[C:13]([OH:15])=O)(C)[CH:5]=[CH:6][C:7]=1[C:8]#[N:9].[F:19][C:20]1[CH:21]=[C:22]([CH:27]=[CH:28][CH:29]=1)[C:23]([NH:25][NH2:26])=[O:24].O[C:31]1C2N=NNC=2C=CC=1.Cl.CN(C)CCCN=C=NCC. Product: [Cl:1][C:2]1[C:3]([CH3:31])=[C:4]([NH:11][C@H:12]([C@@H:16]([OH:18])[CH3:17])[C:13]([NH:26][NH:25][C:23](=[O:24])[C:22]2[CH:27]=[CH:28][CH:29]=[C:20]([F:19])[CH:21]=2)=[O:15])[CH:5]=[CH:6][C:7]=1[C:8]#[N:9]. The catalyst class is: 1. (3) Reactant: CC[N:3](C(C)C)C(C)C.[I:10][C:11]1[CH:19]=[CH:18][C:17]([N+:20]([O-:22])=[O:21])=[CH:16][C:12]=1[C:13](Cl)=[O:14]. Product: [I:10][C:11]1[CH:19]=[CH:18][C:17]([N+:20]([O-:22])=[O:21])=[CH:16][C:12]=1[C:13]([NH2:3])=[O:14]. The catalyst class is: 2. (4) Reactant: [CH3:1][O:2][C:3]1[CH:11]=[C:10]([O:12][CH3:13])[CH:9]=[C:8]([NH:14][CH3:15])[C:4]=1[C:5]([NH2:7])=[O:6].Cl[C:17]([C:19]1[CH:24]=[C:23]([CH3:25])[C:22]([O:26][C:27](=[O:29])[CH3:28])=[C:21]([CH3:30])[CH:20]=1)=O. Product: [CH3:1][O:2][C:3]1[CH:11]=[C:10]([O:12][CH3:13])[CH:9]=[C:8]2[C:4]=1[C:5](=[O:6])[N:7]=[C:17]([C:19]1[CH:24]=[C:23]([CH3:25])[C:22]([O:26][C:27](=[O:29])[CH3:28])=[C:21]([CH3:30])[CH:20]=1)[N:14]2[CH3:15]. The catalyst class is: 17. (5) Reactant: [CH3:1][C:2]1[C:10]2[C:9](=[O:11])[NH:8][CH:7]=[N:6][C:5]=2[S:4][C:3]=1[C:12]([N:14]1[CH2:19][CH2:18][N:17]([C:20]2[CH:25]=[CH:24][CH:23]=[CH:22][CH:21]=2)[CH2:16][CH2:15]1)=[O:13].C([O-])([O-])=[O:27].[K+].[K+].[F:32][C:33]1([F:43])[CH2:38][CH2:37][N:36]([CH2:39][C:40](Cl)=O)[CH2:35][CH2:34]1. Product: [F:32][C:33]1([F:43])[CH2:38][CH2:37][N:36]([C:39](=[O:27])[CH2:40][N:8]2[C:9](=[O:11])[C:10]3[C:2]([CH3:1])=[C:3]([C:12]([N:14]4[CH2:19][CH2:18][N:17]([C:20]5[CH:25]=[CH:24][CH:23]=[CH:22][CH:21]=5)[CH2:16][CH2:15]4)=[O:13])[S:4][C:5]=3[N:6]=[CH:7]2)[CH2:35][CH2:34]1. The catalyst class is: 23. (6) Reactant: [C:1]1([CH2:7][O:8][C:9]2[CH:10]=[C:11]([CH:15]=[C:16]([O:18][CH:19]3[CH2:24][CH2:23][O:22][CH2:21][CH2:20]3)[CH:17]=2)[C:12](O)=[O:13])[CH:6]=[CH:5][CH:4]=[CH:3][CH:2]=1.[NH2:25][C:26]1[CH:31]=[N:30][C:29]([CH3:32])=[CH:28][N:27]=1.CN(C(ON1N=NC2C=CC=NC1=2)=[N+](C)C)C.F[P-](F)(F)(F)(F)F.CCN(C(C)C)C(C)C. Product: [CH3:32][C:29]1[N:30]=[CH:31][C:26]([NH:25][C:12](=[O:13])[C:11]2[CH:15]=[C:16]([O:18][CH:19]3[CH2:24][CH2:23][O:22][CH2:21][CH2:20]3)[CH:17]=[C:9]([O:8][CH2:7][C:1]3[CH:2]=[CH:3][CH:4]=[CH:5][CH:6]=3)[CH:10]=2)=[N:27][CH:28]=1. The catalyst class is: 3.